From a dataset of Forward reaction prediction with 1.9M reactions from USPTO patents (1976-2016). Predict the product of the given reaction. (1) Given the reactants [Cl:1][C:2]1[CH:10]=[CH:9][C:5]([C:6]([OH:8])=O)=[CH:4][C:3]=1[C:11]#[N:12].S(Cl)(Cl)=O.[NH2:17][C:18]1[C:19]([Cl:24])=[N:20][CH:21]=[N:22][CH:23]=1.N1C=CC=CC=1, predict the reaction product. The product is: [Cl:1][C:2]1[CH:10]=[CH:9][C:5]([C:6]([NH:17][C:18]2[C:19]([Cl:24])=[N:20][CH:21]=[N:22][CH:23]=2)=[O:8])=[CH:4][C:3]=1[C:11]#[N:12]. (2) Given the reactants C(N(C(C)C)CC)(C)C.[NH2:10][C:11]1[CH:26]=[CH:25][C:24]([Cl:27])=[CH:23][C:12]=1[C:13]([NH:15][CH2:16][CH:17]1[CH2:22][CH2:21][CH2:20][CH2:19][CH2:18]1)=[O:14].[Cl:28][C:29]1[C:37]([C:38]([F:41])([F:40])[F:39])=[CH:36][CH:35]=[CH:34][C:30]=1[C:31](O)=[O:32].CN(C(ON1N=NC2C=CC=NC1=2)=[N+](C)C)C.F[P-](F)(F)(F)(F)F, predict the reaction product. The product is: [Cl:28][C:29]1[C:37]([C:38]([F:39])([F:40])[F:41])=[CH:36][CH:35]=[CH:34][C:30]=1[C:31]([NH:10][C:11]1[CH:26]=[CH:25][C:24]([Cl:27])=[CH:23][C:12]=1[C:13]([NH:15][CH2:16][CH:17]1[CH2:22][CH2:21][CH2:20][CH2:19][CH2:18]1)=[O:14])=[O:32]. (3) Given the reactants [N:1]1[N:2]([C:6]2[CH:32]=[CH:31][CH:30]=[CH:29][C:7]=2[C:8]([N:10]2[C@H:15]([CH3:16])[CH2:14][CH2:13][C@@H:12]([O:17][C:18]3[N:27]=[CH:26][CH:25]=[C:24](I)[C:19]=3[C:20]([O:22][CH3:23])=[O:21])[CH2:11]2)=[O:9])[N:3]=[CH:4][CH:5]=1.[NH:33]1[CH2:36][CH2:35][CH2:34]1.C(=O)([O-])[O-].[Cs+].[Cs+].CNC1CCCCC1NC, predict the reaction product. The product is: [N:33]1([C:24]2[CH:25]=[CH:26][N:27]=[C:18]([O:17][C@@H:12]3[CH2:13][CH2:14][C@@H:15]([CH3:16])[N:10]([C:8]([C:7]4[CH:29]=[CH:30][CH:31]=[CH:32][C:6]=4[N:2]4[N:3]=[CH:4][CH:5]=[N:1]4)=[O:9])[CH2:11]3)[C:19]=2[C:20]([O:22][CH3:23])=[O:21])[CH2:36][CH2:35][CH2:34]1. (4) Given the reactants [N:1]1([S:11]([C:14]2[CH:22]=[CH:21][C:17]([C:18](O)=[O:19])=[CH:16][CH:15]=2)(=[O:13])=[O:12])[C:10]2[C:5](=[CH:6][CH:7]=[CH:8][CH:9]=2)[CH2:4][CH2:3][CH2:2]1.[NH2:23][C:24]1[S:25][CH:26]=[C:27]([C:29]2[CH:34]=[CH:33][C:32]([NH:35][C:36](=[O:38])[CH3:37])=[CH:31][CH:30]=2)[N:28]=1, predict the reaction product. The product is: [C:36]([NH:35][C:32]1[CH:33]=[CH:34][C:29]([C:27]2[N:28]=[C:24]([NH:23][C:18](=[O:19])[C:17]3[CH:21]=[CH:22][C:14]([S:11]([N:1]4[C:10]5[C:5](=[CH:6][CH:7]=[CH:8][CH:9]=5)[CH2:4][CH2:3][CH2:2]4)(=[O:12])=[O:13])=[CH:15][CH:16]=3)[S:25][CH:26]=2)=[CH:30][CH:31]=1)(=[O:38])[CH3:37]. (5) Given the reactants C[O:2][C:3](=[O:21])[C:4]1[CH:9]=[C:8]([N+:10]([O-])=O)[C:7]([NH:13][CH:14]2[CH2:19][CH2:18][CH2:17][CH2:16][CH2:15]2)=[CH:6][C:5]=1[CH3:20].Cl.COC(=O)[C@H](C[C:29]1[C:37]2[C:32](=CC=[C:35]([OH:38])[CH:36]=2)NC=1)N, predict the reaction product. The product is: [CH:14]1([N:13]2[C:7]3[CH:6]=[C:5]([CH3:20])[C:4]([C:3]([OH:2])=[O:21])=[CH:9][C:8]=3[N:10]=[C:29]2[C:37]2[CH:36]=[CH:35][O:38][CH:32]=2)[CH2:19][CH2:18][CH2:17][CH2:16][CH2:15]1. (6) Given the reactants [NH:1]1[C:5]2[CH:6]=[CH:7][CH:8]=[CH:9][C:4]=2[N:3]=[C:2]1[S:10][CH2:11][C:12]1[N:17]=[C:16]([NH:18][CH2:19][C:20]([CH3:23])([CH3:22])[CH3:21])[CH:15]=[CH:14][CH:13]=1.[OH2:24], predict the reaction product. The product is: [NH:1]1[C:5]2[CH:6]=[CH:7][CH:8]=[CH:9][C:4]=2[N:3]=[C:2]1[S:10]([CH2:11][C:12]1[N:17]=[C:16]([NH:18][CH2:19][C:20]([CH3:23])([CH3:22])[CH3:21])[CH:15]=[CH:14][CH:13]=1)=[O:24].